This data is from Forward reaction prediction with 1.9M reactions from USPTO patents (1976-2016). The task is: Predict the product of the given reaction. (1) Given the reactants [CH:18]1(P([CH:18]2[CH2:23][CH2:22][CH2:21][CH2:20][CH2:19]2)C2C(OC)=CC=CC=2OC)[CH2:23][CH2:22][CH2:21][CH2:20][CH2:19]1.[CH3:24][C:25]([CH3:28])([O-])[CH3:26].[Na+].COC1C=C(Cl)C=C(OC)C=1.[CH3:41][NH:42][C:43]1C=C[CH:46]=[CH:45][CH:44]=1, predict the reaction product. The product is: [C:18]1([N:42]([C:43]2[CH:44]=[C:45]([CH3:46])[CH:26]=[C:25]([CH3:28])[CH:24]=2)[CH3:41])[CH:19]=[CH:20][CH:21]=[CH:22][CH:23]=1. (2) Given the reactants [Br:1][C:2]1[CH:7]=[CH:6][C:5]([CH:8]([CH3:23])[C:9]([C:11]2[C:20]3[O:19][CH2:18][C:17](=[O:21])[N:16]([CH3:22])[C:15]=3[CH:14]=[CH:13][CH:12]=2)=[O:10])=[C:4]([Cl:24])[CH:3]=1.[F:25][C:26]([Si](C)(C)C)([F:28])[F:27].[F-].C[N+](C)(C)C, predict the reaction product. The product is: [Br:1][C:2]1[CH:7]=[CH:6][C:5]([CH:8]([CH3:23])[C:9]([C:11]2[C:20]3[O:19][CH2:18][C:17](=[O:21])[N:16]([CH3:22])[C:15]=3[CH:14]=[CH:13][CH:12]=2)([OH:10])[C:26]([F:28])([F:27])[F:25])=[C:4]([Cl:24])[CH:3]=1. (3) Given the reactants [O:1]1[CH:6]=[CH:5][CH2:4][CH2:3][CH2:2]1.[Br:7][CH2:8][CH2:9][CH2:10][C:11]([CH3:20])([C:14]1[CH:19]=[CH:18][CH:17]=[CH:16][CH:15]=1)[CH2:12][OH:13], predict the reaction product. The product is: [Br:7][CH2:8][CH2:9][CH2:10][C:11]([CH3:20])([C:14]1[CH:19]=[CH:18][CH:17]=[CH:16][CH:15]=1)[CH2:12][O:13][CH:6]1[CH2:5][CH2:4][CH2:3][CH2:2][O:1]1. (4) Given the reactants [C:1]([O:4][C@H:5]1[C@H:11]([O:12][C:13](=[O:15])[CH3:14])[C@@H:10]([O:16][C:17](=[O:19])[CH3:18])[C@:9]2([C:21]3[CH:26]=[CH:25][C:24]([Cl:27])=[C:23]([CH2:28][C:29]4[CH:34]=[CH:33][C:32]([C:35](=O)[CH3:36])=[CH:31][CH:30]=4)[CH:22]=3)[O:20][C@@:6]1([CH2:38][O:39][C:40](=[O:42])[CH3:41])[CH2:7][O:8]2)(=[O:3])[CH3:2].N1C=CC=CC=1.Cl.[CH2:50]([O:52][NH2:53])[CH3:51], predict the reaction product. The product is: [C:1]([O:4][C@H:5]1[C@H:11]([O:12][C:13](=[O:15])[CH3:14])[C@@H:10]([O:16][C:17](=[O:19])[CH3:18])[C@:9]2([C:21]3[CH:26]=[CH:25][C:24]([Cl:27])=[C:23]([CH2:28][C:29]4[CH:30]=[CH:31][C:32]([C:35](=[N:53][O:52][CH2:50][CH3:51])[CH3:36])=[CH:33][CH:34]=4)[CH:22]=3)[O:20][C@@:6]1([CH2:38][O:39][C:40](=[O:42])[CH3:41])[CH2:7][O:8]2)(=[O:3])[CH3:2].